From a dataset of Reaction yield outcomes from USPTO patents with 853,638 reactions. Predict the reaction yield, written as a fraction of the theoretical maximum amount of product (1.0 means a 100% yield; for example, 0.34 means a 34% yield). (1) The reactants are [F:1][C:2]([F:15])([CH:8]1[CH2:13][CH2:12][CH:11]([F:14])[CH2:10][CH2:9]1)[C:3]([O:5]CC)=[O:4].O1CCCC1.CO.O.[OH-].[Li+]. The catalyst is O. The product is [F:1][C:2]([F:15])([CH:8]1[CH2:13][CH2:12][CH:11]([F:14])[CH2:10][CH2:9]1)[C:3]([OH:5])=[O:4]. The yield is 0.590. (2) The reactants are [Br:1][C:2]1[CH:3]=[C:4]2[C:11]3([C:15](=[O:16])[NH:14][C:13](=O)[NH:12]3)[CH2:10][CH:9]([C:18]3[CH:23]=[CH:22][C:21]([Cl:24])=[CH:20][CH:19]=3)[O:8][C:5]2=[CH:6][CH:7]=1.COC1C=CC(P2(SP(C3C=CC(OC)=CC=3)(=S)S2)=[S:34])=CC=1. The catalyst is O1CCOCC1. The product is [Br:1][C:2]1[CH:3]=[C:4]2[C:11]3([C:15](=[O:16])[NH:14][C:13](=[S:34])[NH:12]3)[CH2:10][CH:9]([C:18]3[CH:23]=[CH:22][C:21]([Cl:24])=[CH:20][CH:19]=3)[O:8][C:5]2=[CH:6][CH:7]=1. The yield is 0.690. (3) The reactants are Cl[C:2]1[CH:3]=[C:4]([N:17]2[CH2:22][CH2:21][O:20][CH2:19][CH2:18]2)[C:5]2[N:6]([CH:8]=[C:9]([C:11]3[CH:16]=[CH:15][N:14]=[CH:13][CH:12]=3)[N:10]=2)[N:7]=1.C(=O)([O-])[O-].[K+].[K+].O.[NH2:30][NH2:31]. The catalyst is CN1CCCC1=O.O. The product is [N:17]1([C:4]2[C:5]3[N:6]([CH:8]=[C:9]([C:11]4[CH:16]=[CH:15][N:14]=[CH:13][CH:12]=4)[N:10]=3)[N:7]=[C:2]([NH:30][NH2:31])[CH:3]=2)[CH2:22][CH2:21][O:20][CH2:19][CH2:18]1. The yield is 0.410. (4) The reactants are O[CH:2]([CH2:13][CH3:14])[CH2:3][CH2:4][CH2:5][CH2:6][CH2:7][CH2:8][C:9]([O:11]C)=[O:10].CO.[OH-].[Li+].[O-:19][Mn](=O)(=O)=O.[K+]. The catalyst is C1COCC1.CCOC(C)=O.CCCCCC. The product is [OH:19][CH:13]([CH3:14])[CH2:2][CH2:3][CH2:4][CH2:5][CH2:6][CH2:7][CH2:8][C:9]([OH:11])=[O:10]. The yield is 0.860.